Dataset: Merck oncology drug combination screen with 23,052 pairs across 39 cell lines. Task: Regression. Given two drug SMILES strings and cell line genomic features, predict the synergy score measuring deviation from expected non-interaction effect. Drug 1: O=S1(=O)NC2(CN1CC(F)(F)F)C1CCC2Cc2cc(C=CCN3CCC(C(F)(F)F)CC3)ccc2C1. Drug 2: COC1CC2CCC(C)C(O)(O2)C(=O)C(=O)N2CCCCC2C(=O)OC(C(C)CC2CCC(OP(C)(C)=O)C(OC)C2)CC(=O)C(C)C=C(C)C(O)C(OC)C(=O)C(C)CC(C)C=CC=CC=C1C. Cell line: HCT116. Synergy scores: synergy=3.07.